This data is from Reaction yield outcomes from USPTO patents with 853,638 reactions. The task is: Predict the reaction yield, written as a fraction of the theoretical maximum amount of product (1.0 means a 100% yield; for example, 0.34 means a 34% yield). (1) The reactants are [CH3:1][C:2]1[C:10]([C:11]2[N:12]=[CH:13][C:14]([NH2:17])=[N:15][CH:16]=2)=[CH:9][C:8]2[CH2:7][CH2:6][O:5][C:4]=2[CH:3]=1.[F:18][C:19]1[CH:27]=[CH:26][CH:25]=[CH:24][C:20]=1[C:21](Cl)=[O:22]. No catalyst specified. The product is [F:18][C:19]1[CH:27]=[CH:26][CH:25]=[CH:24][C:20]=1[C:21]([NH:17][C:14]1[CH:13]=[N:12][C:11]([C:10]2[C:2]([CH3:1])=[CH:3][C:4]3[O:5][CH2:6][CH2:7][C:8]=3[CH:9]=2)=[CH:16][N:15]=1)=[O:22]. The yield is 0.649. (2) The reactants are [Cl:1][C:2]1[CH:3]=[C:4]2[C:8](=[C:9]([C:12]([OH:14])=O)[C:10]=1[F:11])[NH:7][CH:6]=[CH:5]2.CN(C(ON1N=NC2C=CC=CC1=2)=[N+](C)C)C.[B-](F)(F)(F)F.C(N(CC)C(C)C)(C)C.[C:46]([C:50]1[CH:70]=[CH:69][C:53]([CH2:54][NH:55][CH2:56][CH2:57][C:58]2[CH:63]=[C:62]([C:64]([F:67])([F:66])[F:65])[CH:61]=[CH:60][C:59]=2[F:68])=[CH:52][CH:51]=1)([CH3:49])([CH3:48])[CH3:47]. The catalyst is CN(C=O)C.O. The product is [C:46]([C:50]1[CH:51]=[CH:52][C:53]([CH2:54][N:55]([CH2:56][CH2:57][C:58]2[CH:63]=[C:62]([C:64]([F:67])([F:65])[F:66])[CH:61]=[CH:60][C:59]=2[F:68])[C:12]([C:9]2[C:10]([F:11])=[C:2]([Cl:1])[CH:3]=[C:4]3[C:8]=2[NH:7][CH:6]=[CH:5]3)=[O:14])=[CH:69][CH:70]=1)([CH3:49])([CH3:47])[CH3:48]. The yield is 0.300. (3) The reactants are [CH2:1]([O:8][C:9]1[CH:14]=[CH:13][C:12]([CH2:15][C:16](Cl)=O)=[CH:11][CH:10]=1)[C:2]1[CH:7]=[CH:6][CH:5]=[CH:4][CH:3]=1.[P:19]([O:26]CC)([O:23][CH2:24][CH3:25])[O:20][CH2:21][CH3:22].Cl.[NH2:30][OH:31]. The catalyst is C1COCC1. The product is [CH2:1]([O:8][C:9]1[CH:10]=[CH:11][C:12]([CH2:15][C:16]([P:19](=[O:26])([O:23][CH2:24][CH3:25])[O:20][CH2:21][CH3:22])=[N:30][OH:31])=[CH:13][CH:14]=1)[C:2]1[CH:3]=[CH:4][CH:5]=[CH:6][CH:7]=1. The yield is 0.850. (4) The reactants are C1CCN2C(=NCCC2)CC1.[O:12]=[C:13]1[C:21]2[C:16](=[CH:17][CH:18]=[CH:19][CH:20]=2)[CH:15]([C:22]([O:24][CH2:25][CH3:26])=[O:23])[NH:14]1.[CH2:27]=[O:28].[Al]. The catalyst is O1CCOCC1. The product is [OH:28][CH2:27][C:15]1([C:22]([O:24][CH2:25][CH3:26])=[O:23])[C:16]2[C:21](=[CH:20][CH:19]=[CH:18][CH:17]=2)[C:13](=[O:12])[NH:14]1. The yield is 0.496.